From a dataset of Full USPTO retrosynthesis dataset with 1.9M reactions from patents (1976-2016). Predict the reactants needed to synthesize the given product. Given the product [Cl:1][C:2]1[N:3]=[C:4]([O:14][CH2:12][CH3:13])[C:5]2[S:10][CH:9]=[CH:8][C:6]=2[N:7]=1, predict the reactants needed to synthesize it. The reactants are: [Cl:1][C:2]1[N:3]=[C:4](Cl)[C:5]2[S:10][CH:9]=[CH:8][C:6]=2[N:7]=1.[CH2:12]([OH:14])[CH3:13].[OH-].[Na+].